This data is from Reaction yield outcomes from USPTO patents with 853,638 reactions. The task is: Predict the reaction yield, written as a fraction of the theoretical maximum amount of product (1.0 means a 100% yield; for example, 0.34 means a 34% yield). (1) The product is [C:2]([OH:1])(=[O:29])[C:20]1[CH:21]=[CH:22][CH:23]=[CH:24][CH:25]=1. The reactants are [OH:1][C:2]1C2N=NNC=2C=CC=1.[CH2:20]1[CH2:25][CH2:24][CH:23](N=C=N[CH:20]2[CH2:25][CH2:24][CH2:23][CH2:22][CH2:21]2)[CH2:22][CH2:21]1.CN(C)C=[O:29]. The yield is 0.650. The catalyst is C(OCC)(=O)C. (2) The reactants are O.[CH3:2][O:3][C:4]1[CH:9]=[CH:8][C:7]([N:10]2[CH2:14][CH:13]=[CH:12][C:11]2=[O:15])=[CH:6][CH:5]=1.[O:16]=[C:17]([NH:32][C@@H:33]1[CH2:37][CH2:36][NH:35][CH2:34]1)[CH2:18][NH:19][C:20](=[O:31])[C:21]1[CH:26]=[CH:25][CH:24]=[C:23]([C:27]([F:30])([F:29])[F:28])[CH:22]=1.[NH4+].[OH-]. The catalyst is CCOC(C)=O.CO. The product is [CH3:2][O:3][C:4]1[CH:5]=[CH:6][C:7]([N:10]2[C:11](=[O:15])[CH2:12][CH:13]([N:35]3[CH2:36][CH2:37][C@@H:33]([NH:32][C:17](=[O:16])[CH2:18][NH:19][C:20](=[O:31])[C:21]4[CH:26]=[CH:25][CH:24]=[C:23]([C:27]([F:28])([F:30])[F:29])[CH:22]=4)[CH2:34]3)[CH2:14]2)=[CH:8][CH:9]=1. The yield is 0.210. (3) The reactants are CS(O)(=O)=O.[NH2:6][CH2:7][C:8]1[CH:9]=[C:10]2[C:14](=[CH:15][CH:16]=1)[C:13](=[O:17])[N:12]([CH:18]1[CH2:23][CH2:22][C:21](=[O:24])[NH:20][C:19]1=[O:25])[CH2:11]2.[F:26][C:27]1[CH:32]=[CH:31][C:30]([N:33]=[C:34]=[O:35])=[CH:29][CH:28]=1.C(N(CC)CC)C.Cl. The catalyst is C(#N)C. The product is [O:25]=[C:19]1[CH:18]([N:12]2[CH2:11][C:10]3[C:14](=[CH:15][CH:16]=[C:8]([CH2:7][NH:6][C:34]([NH:33][C:30]4[CH:31]=[CH:32][C:27]([F:26])=[CH:28][CH:29]=4)=[O:35])[CH:9]=3)[C:13]2=[O:17])[CH2:23][CH2:22][C:21](=[O:24])[NH:20]1. The yield is 0.680. (4) The product is [F:17][C:13]1[N:12]=[C:11]([S:18]([Cl:1])(=[O:21])=[O:19])[CH:16]=[CH:15][CH:14]=1. The catalyst is C(Cl)(Cl)Cl.O. The yield is 0.780. The reactants are [Cl:1]Cl.C(S[C:11]1[CH:16]=[CH:15][CH:14]=[C:13]([F:17])[N:12]=1)C1C=CC=CC=1.[S:18](S([O-])=O)([O-:21])(=O)=[O:19].[Na+].[Na+]. (5) The catalyst is O1CCCC1.O.O1CCOCC1. The product is [NH:37]1[CH2:38][CH2:39][CH2:40][CH2:35][CH:36]1[CH2:43][CH2:42][NH:41][C:22]([C:21]1[CH:20]=[C:19]([C:7]2[C:6]3[C:10](=[CH:11][CH:12]=[C:4]([C:1]([NH2:2])=[O:3])[CH:5]=3)[NH:9][N:8]=2)[CH:28]=[CH:27][CH:26]=1)=[O:23]. The reactants are [C:1]([C:4]1[CH:5]=[C:6]2[C:10](=[CH:11][CH:12]=1)[N:9](C1CCCCO1)[N:8]=[C:7]2[C:19]1[CH:20]=[C:21]([CH:26]=[CH:27][CH:28]=1)[C:22](OC)=[O:23])(=[O:3])[NH2:2].[OH-].[Li+].ON1[C:36]2[N:37]=[CH:38][CH:39]=[CH:40][C:35]=2N=N1.[NH2:41][CH2:42][CH2:43]N1CCCCC1.Cl.C(N=C=NCCCN(C)C)C.Cl. The yield is 0.0800. (6) The reactants are Br[C:2]1[CH:15]=[CH:14][CH:13]=[CH:12][C:3]=1[CH2:4][NH:5][C:6](=[O:11])[C:7]([F:10])([F:9])[F:8].CC1(C)C(C)(C)OB([C:24]2[CH:30]=[CH:29][C:27]([NH2:28])=[CH:26][CH:25]=2)O1.C1C=CC(P(C2C=CC=CC=2)C2C=CC=CC=2)=CC=1.C([O-])([O-])=O.[K+].[K+]. The catalyst is CN(C=O)C.CC([O-])=O.CC([O-])=O.[Pd+2]. The product is [NH2:28][C:27]1[CH:29]=[CH:30][C:24]([C:2]2[CH:15]=[CH:14][CH:13]=[CH:12][C:3]=2[CH2:4][NH:5][C:6](=[O:11])[C:7]([F:10])([F:9])[F:8])=[CH:25][CH:26]=1. The yield is 0.490. (7) The reactants are Br[C:2]1[CH:3]=[C:4]([F:9])[CH:5]=[C:6]([Br:8])[CH:7]=1.C([Li])CCC.CN([CH:18]=[O:19])C. The catalyst is C(OCC)C. The product is [F:9][C:4]1[CH:3]=[C:2]([CH:7]=[C:6]([Br:8])[CH:5]=1)[CH:18]=[O:19]. The yield is 1.00. (8) The reactants are [NH2:1][C:2]1[CH:7]=[C:6]([C:8]([O:10][CH3:11])=[O:9])[CH:5]=[CH:4][N:3]=1.N1C=CC=CC=1.Cl[C:19]([O:21][C:22]1[CH:27]=[CH:26][C:25]([N+:28]([O-:30])=[O:29])=[CH:24][CH:23]=1)=[O:20]. The catalyst is ClCCl.O1CCCC1. The product is [N+:28]([C:25]1[CH:26]=[CH:27][C:22]([O:21][C:19]([NH:1][C:2]2[CH:7]=[C:6]([CH:5]=[CH:4][N:3]=2)[C:8]([O:10][CH3:11])=[O:9])=[O:20])=[CH:23][CH:24]=1)([O-:30])=[O:29]. The yield is 0.740. (9) The reactants are [F:1][C:2]([F:12])([F:11])[C:3](=[O:10])[CH2:4][C:5]([O:7][CH2:8][CH3:9])=[O:6].CO[CH:15](OC)[N:16]([CH3:18])[CH3:17]. The catalyst is C1C=CC=CC=1. The product is [CH3:15][N:16]([CH:18]=[C:4]([C:3](=[O:10])[C:2]([F:11])([F:12])[F:1])[C:5]([O:7][CH2:8][CH3:9])=[O:6])[CH3:17]. The yield is 0.650. (10) The reactants are [C:1]([O:5][C:6]([N:8]1[C:17]2[C:12](=[CH:13][CH:14]=[C:15]([CH2:18][CH2:19][O:20][C:21]3[CH:22]=[C:23]4[C:27](=[CH:28][CH:29]=3)[N:26]([C:30]([C:37]3[CH:42]=[CH:41][CH:40]=[CH:39][CH:38]=3)=[CH:31][C:32]([O:34][CH2:35][CH3:36])=[O:33])[CH:25]=[CH:24]4)[N:16]=2)[CH2:11][CH2:10][CH2:9]1)=[O:7])([CH3:4])([CH3:3])[CH3:2].[H][H]. The catalyst is [Pd].CO. The product is [C:1]([O:5][C:6]([N:8]1[C:17]2[C:12](=[CH:13][CH:14]=[C:15]([CH2:18][CH2:19][O:20][C:21]3[CH:22]=[C:23]4[C:27](=[CH:28][CH:29]=3)[N:26]([CH:30]([C:37]3[CH:42]=[CH:41][CH:40]=[CH:39][CH:38]=3)[CH2:31][C:32]([O:34][CH2:35][CH3:36])=[O:33])[CH:25]=[CH:24]4)[N:16]=2)[CH2:11][CH2:10][CH2:9]1)=[O:7])([CH3:2])([CH3:3])[CH3:4]. The yield is 0.980.